From a dataset of Forward reaction prediction with 1.9M reactions from USPTO patents (1976-2016). Predict the product of the given reaction. (1) Given the reactants O1CCCCC1[O:7][CH2:8][CH2:9][O:10][C:11](=[O:37])[O:12][CH:13]([N:15]1[N:19]=[C:18]([C:20]#[N:21])[C:17]([C:22]2[CH:27]=[C:26]([C:28]([F:31])([F:30])[F:29])[CH:25]=[C:24]([C:32]3[CH:36]=[CH:35][S:34][CH:33]=3)[CH:23]=2)=[N:16]1)[CH3:14].Cl, predict the reaction product. The product is: [OH:7][CH2:8][CH2:9][O:10][C:11](=[O:37])[O:12][CH:13]([N:15]1[N:19]=[C:18]([C:20]#[N:21])[C:17]([C:22]2[CH:27]=[C:26]([C:28]([F:30])([F:29])[F:31])[CH:25]=[C:24]([C:32]3[CH:36]=[CH:35][S:34][CH:33]=3)[CH:23]=2)=[N:16]1)[CH3:14]. (2) Given the reactants [Cl:1][C:2]1[CH:3]=[C:4]([CH:6]=[CH:7][C:8]=1[O:9][C:10]1[C:19]2[C:14](=[CH:15][C:16]([O:22][CH3:23])=[C:17]([O:20][CH3:21])[CH:18]=2)[N:13]=[CH:12][CH:11]=1)[NH2:5].C(O)C.[CH3:27][C:28]1[CH:33]=[CH:32][CH:31]=[CH:30][C:29]=1[C:34]([N:36]=[C:37]=[S:38])=[O:35], predict the reaction product. The product is: [Cl:1][C:2]1[CH:3]=[C:4]([NH:5][C:37]([NH:36][C:34](=[O:35])[C:29]2[CH:30]=[CH:31][CH:32]=[CH:33][C:28]=2[CH3:27])=[S:38])[CH:6]=[CH:7][C:8]=1[O:9][C:10]1[C:19]2[C:14](=[CH:15][C:16]([O:22][CH3:23])=[C:17]([O:20][CH3:21])[CH:18]=2)[N:13]=[CH:12][CH:11]=1. (3) The product is: [Cl:25][C:21]1[CH:20]=[C:19]([C@H:5]([O:4][CH2:3][CH2:2][NH:1][C:34]([O:36][CH3:37])=[O:35])[C@@H:6]2[CH2:11][CH2:10][CH2:9][N:8]([C:12]([O:14][C:15]([CH3:18])([CH3:16])[CH3:17])=[O:13])[CH2:7]2)[CH:24]=[CH:23][CH:22]=1. Given the reactants [NH2:1][CH2:2][CH2:3][O:4][C@@H:5]([C:19]1[CH:24]=[CH:23][CH:22]=[C:21]([Cl:25])[CH:20]=1)[C@@H:6]1[CH2:11][CH2:10][CH2:9][N:8]([C:12]([O:14][C:15]([CH3:18])([CH3:17])[CH3:16])=[O:13])[CH2:7]1.CCN(CC)CC.Cl[C:34]([O:36][CH3:37])=[O:35].O, predict the reaction product. (4) Given the reactants [Br:1][C:2]1[CH:3]=[C:4]([SH:8])[CH:5]=[CH:6][CH:7]=1.C([O-])([O-])=O.[Cs+].[Cs+].Br[CH2:16][CH2:17][OH:18], predict the reaction product. The product is: [Br:1][C:2]1[CH:3]=[C:4]([S:8][CH2:16][CH2:17][OH:18])[CH:5]=[CH:6][CH:7]=1.